Dataset: Forward reaction prediction with 1.9M reactions from USPTO patents (1976-2016). Task: Predict the product of the given reaction. Given the reactants [F:1][C:2]1[CH:3]=[C:4]([OH:11])[CH:5]=[CH:6][C:7]=1[N+:8]([O-:10])=[O:9].[F:12][C:13]1[CH:14]=[C:15]([CH:18]=[CH:19][CH:20]=1)[CH2:16]Br, predict the reaction product. The product is: [F:1][C:2]1[CH:3]=[C:4]([O:11][CH2:16][C:15]2[CH:18]=[CH:19][CH:20]=[C:13]([F:12])[CH:14]=2)[CH:5]=[CH:6][C:7]=1[N+:8]([O-:10])=[O:9].